This data is from Reaction yield outcomes from USPTO patents with 853,638 reactions. The task is: Predict the reaction yield, written as a fraction of the theoretical maximum amount of product (1.0 means a 100% yield; for example, 0.34 means a 34% yield). The reactants are [CH3:1][C:2]([CH3:33])([CH3:32])[CH:3]([NH:25][C:26](=[O:31])[CH:27]([NH:29][CH3:30])[CH3:28])[C:4]([N:6]1[CH2:10][CH2:9][CH:8]([O:11]C(=O)C)[CH:7]1[CH2:15][C:16]1[C:24]2[C:19](=[N:20][CH:21]=[CH:22][CH:23]=2)[NH:18][CH:17]=1)=[O:5].[OH-].[Na+]. The catalyst is CO. The product is [OH:11][CH:8]1[CH2:9][CH2:10][N:6]([C:4]([CH:3]([NH:25][C:26](=[O:31])[CH:27]([NH:29][CH3:30])[CH3:28])[C:2]([CH3:33])([CH3:32])[CH3:1])=[O:5])[CH:7]1[CH2:15][C:16]1[C:24]2[C:19](=[N:20][CH:21]=[CH:22][CH:23]=2)[NH:18][CH:17]=1. The yield is 0.590.